Dataset: Reaction yield outcomes from USPTO patents with 853,638 reactions. Task: Predict the reaction yield, written as a fraction of the theoretical maximum amount of product (1.0 means a 100% yield; for example, 0.34 means a 34% yield). (1) The reactants are [C:1]([C:4]1[CH:5]=[N:6][C:7]2[C:12]([C:13]=1[NH:14][C:15]1[CH:16]=[CH:17][C:18]([N:21]3[CH2:26][CH2:25][CH2:24][C@@H:23]([NH:27]C(=O)OC(C)(C)C)[CH2:22]3)=[N:19][CH:20]=1)=[N:11][C:10]([C:35]1[CH:40]=[C:39]([Cl:41])[C:38]([OH:42])=[C:37]([Cl:43])[CH:36]=1)=[CH:9][CH:8]=2)(=[O:3])[CH3:2].C(O)(C(F)(F)F)=O. No catalyst specified. The product is [ClH:41].[ClH:41].[ClH:41].[NH2:27][C@@H:23]1[CH2:24][CH2:25][CH2:26][N:21]([C:18]2[N:19]=[CH:20][C:15]([NH:14][C:13]3[C:12]4[C:7](=[CH:8][CH:9]=[C:10]([C:35]5[CH:36]=[C:37]([Cl:43])[C:38]([OH:42])=[C:39]([Cl:41])[CH:40]=5)[N:11]=4)[N:6]=[CH:5][C:4]=3[C:1](=[O:3])[CH3:2])=[CH:16][CH:17]=2)[CH2:22]1. The yield is 0.740. (2) The reactants are Br[C:2]1[N:6]([S:7]([C:10]2[CH:15]=[CH:14][CH:13]=[CH:12][CH:11]=2)(=[O:9])=[O:8])[C:5]([CH3:16])=[C:4]([CH:17]=[O:18])[CH:3]=1.[N:19]1[CH:24]=[CH:23][CH:22]=[C:21](B(O)O)[CH:20]=1.C(=O)([O-])[O-].[Na+].[Na+]. The catalyst is COCCOC.O.C1C=CC([P]([Pd]([P](C2C=CC=CC=2)(C2C=CC=CC=2)C2C=CC=CC=2)([P](C2C=CC=CC=2)(C2C=CC=CC=2)C2C=CC=CC=2)[P](C2C=CC=CC=2)(C2C=CC=CC=2)C2C=CC=CC=2)(C2C=CC=CC=2)C2C=CC=CC=2)=CC=1. The product is [CH3:16][C:5]1[N:6]([S:7]([C:10]2[CH:15]=[CH:14][CH:13]=[CH:12][CH:11]=2)(=[O:9])=[O:8])[C:2]([C:21]2[CH:20]=[N:19][CH:24]=[CH:23][CH:22]=2)=[CH:3][C:4]=1[CH:17]=[O:18]. The yield is 0.720. (3) The reactants are C(N(CC)CC)C.[B-](F)(F)(F)F.CN(C(ON1C(=O)CCC1=O)=[N+](C)C)C.[CH3:28][O:29][C:30]1[CH:35]=[CH:34][C:33]([C:36]2[CH:41]=[CH:40][N:39]=[C:38]3[NH:42][C:43]([C:45]4[CH:53]=[CH:52][C:48]([C:49](O)=[O:50])=[CH:47][CH:46]=4)=[N:44][C:37]=23)=[CH:32][CH:31]=1.[CH3:54][N:55]1[CH2:61][CH2:60][CH2:59][NH:58][CH2:57][CH2:56]1. The catalyst is CN(C=O)C. The product is [CH3:28][O:29][C:30]1[CH:31]=[CH:32][C:33]([C:36]2[CH:41]=[CH:40][N:39]=[C:38]3[NH:42][C:43]([C:45]4[CH:53]=[CH:52][C:48]([C:49]([N:58]5[CH2:59][CH2:60][CH2:61][N:55]([CH3:54])[CH2:56][CH2:57]5)=[O:50])=[CH:47][CH:46]=4)=[N:44][C:37]=23)=[CH:34][CH:35]=1. The yield is 0.220. (4) The reactants are [Br:1][C:2]1[CH:10]=[CH:9][C:5]([C:6]([OH:8])=[O:7])=[C:4]([CH3:11])[CH:3]=1.[CH3:12][Si](C=[N+]=[N-])(C)C. The product is [Br:1][C:2]1[CH:10]=[CH:9][C:5]([C:6]([O:8][CH3:12])=[O:7])=[C:4]([CH3:11])[CH:3]=1. The yield is 0.890. The catalyst is ClCCl.CO.[OH-].[Na+]. (5) The product is [F:21][C:4]1[C:13]2[C:8](=[CH:9][CH:10]=[CH:11][CH:12]=2)[N:7]=[C:6]([C:14]2[CH:20]=[CH:19][C:17]([NH2:18])=[CH:16][CH:15]=2)[CH:5]=1. The reactants are [N+]([C:4]1[C:13]2[C:8](=[CH:9][CH:10]=[CH:11][CH:12]=2)[N:7]=[C:6]([C:14]2[CH:20]=[CH:19][C:17]([NH2:18])=[CH:16][CH:15]=2)[CH:5]=1)([O-])=O.[F-:21].[K+]. No catalyst specified. The yield is 0.420. (6) The reactants are [Cl:1][CH2:2][C:3]([C:5]1[CH:6]=[C:7]2[C:11](=[CH:12][CH:13]=1)[NH:10][C:9](=[O:14])[CH2:8]2)=O.FC(F)(F)C(O)=O.C([SiH](CC)CC)C. The catalyst is CCCCCC. The product is [Cl:1][CH2:2][CH2:3][C:5]1[CH:6]=[C:7]2[C:11](=[CH:12][CH:13]=1)[NH:10][C:9](=[O:14])[CH2:8]2. The yield is 0.910. (7) The reactants are [Br:1][C:2]1[CH:3]=[CH:4][C:5]([O:14][CH3:15])=[C:6]([C:8](=O)[CH2:9][CH2:10][CH2:11]Cl)[CH:7]=1.C([O-])(=O)C.[NH4+].C([BH3-])#[N:22].[Na+].COC(C)(C)C. The catalyst is CO. The product is [CH3:15][O:14][C:5]1[CH:4]=[CH:3][C:2]([Br:1])=[CH:7][C:6]=1[CH:8]1[CH2:9][CH2:10][CH2:11][NH:22]1. The yield is 0.160. (8) The reactants are [C:1]([Si:5]([CH3:20])([CH3:19])[O:6][C@@H:7]1[CH2:12][CH2:11][C@H:10]([N:13]2[CH2:17][CH2:16][CH2:15][C:14]2=[O:18])[CH2:9][CH2:8]1)([CH3:4])([CH3:3])[CH3:2].Br[CH2:22][C:23]1[C:28]([Cl:29])=[CH:27][C:26]([O:30][CH3:31])=[CH:25][C:24]=1[Cl:32]. No catalyst specified. The product is [C:1]([Si:5]([CH3:20])([CH3:19])[O:6][CH:7]1[CH2:8][CH2:9][CH:10]([N:13]2[CH2:17][CH2:16][CH:15]([CH2:22][C:23]3[C:24]([Cl:32])=[CH:25][C:26]([O:30][CH3:31])=[CH:27][C:28]=3[Cl:29])[C:14]2=[O:18])[CH2:11][CH2:12]1)([CH3:4])([CH3:3])[CH3:2]. The yield is 0.490. (9) The reactants are [CH3:1][CH:2]([N:4]1[C:12](/[CH:13]=[CH:14]/[CH:15]([OH:23])[CH2:16][CH:17]([OH:22])[CH2:18][C:19]([OH:21])=[O:20])=[C:11]([C:24]2[CH:25]=[CH:26][C:27]([F:30])=[CH:28][CH:29]=2)[C:10]2[CH:9]=[CH:8][CH:7]=[CH:6][C:5]1=2)[CH3:3].[OH-].[Na+:32]. The catalyst is O. The product is [CH3:3][CH:2]([N:4]1[C:12](/[CH:13]=[CH:14]/[CH:15]([OH:23])[CH2:16][CH:17]([OH:22])[CH2:18][C:19]([O-:21])=[O:20])=[C:11]([C:24]2[CH:29]=[CH:28][C:27]([F:30])=[CH:26][CH:25]=2)[C:10]2[CH:9]=[CH:8][CH:7]=[CH:6][C:5]1=2)[CH3:1].[Na+:32]. The yield is 0.658.